Dataset: Catalyst prediction with 721,799 reactions and 888 catalyst types from USPTO. Task: Predict which catalyst facilitates the given reaction. (1) Reactant: Cl.[NH2:2][C@@H:3]([CH2:33][C:34]1[CH:39]=[CH:38][N:37]=[CH:36][CH:35]=1)[C:4]([N:6]1[CH2:11][CH2:10][CH:9]([N:12]2[N:21]=[C:20]([C:22]3[CH:27]=[CH:26][C:25]([O:28][CH3:29])=[C:24]([O:30][CH3:31])[CH:23]=3)[C@@H:19]3[C@@H:14]([CH2:15][CH2:16][CH2:17][CH2:18]3)[C:13]2=[O:32])[CH2:8][CH2:7]1)=[O:5].[CH:40]1([CH2:43][O:44][C:45]2[CH:53]=[CH:52][C:48]3[O:49][CH2:50][O:51][C:47]=3[C:46]=2[C:54]2[C:55]3[NH:62][CH:61]=[C:60]([C:63](O)=[O:64])[C:56]=3[N:57]=[CH:58][N:59]=2)[CH2:42][CH2:41]1.CCOC(C(C#N)=NOC(N1CCOCC1)=[N+](C)C)=O.F[P-](F)(F)(F)(F)F.CCN(C(C)C)C(C)C.C(=O)(O)[O-].[Na+]. Product: [CH:40]1([CH2:43][O:44][C:45]2[CH:53]=[CH:52][C:48]3[O:49][CH2:50][O:51][C:47]=3[C:46]=2[C:54]2[C:55]3[NH:62][CH:61]=[C:60]([C:63]([NH:2][C@@H:3]([CH2:33][C:34]4[CH:39]=[CH:38][N:37]=[CH:36][CH:35]=4)[C:4]([N:6]4[CH2:7][CH2:8][CH:9]([N:12]5[N:21]=[C:20]([C:22]6[CH:27]=[CH:26][C:25]([O:28][CH3:29])=[C:24]([O:30][CH3:31])[CH:23]=6)[C@@H:19]6[C@@H:14]([CH2:15][CH2:16][CH2:17][CH2:18]6)[C:13]5=[O:32])[CH2:10][CH2:11]4)=[O:5])=[O:64])[C:56]=3[N:57]=[CH:58][N:59]=2)[CH2:41][CH2:42]1. The catalyst class is: 2. (2) Reactant: [F:1][C:2]1[CH:3]=[C:4]([CH:9]=[C:10]([F:31])[C:11]=1[C@@H:12]1[C:17]2[NH:18][C:19]3[C:24]([C:16]=2[CH2:15][C@@H:14]([CH3:25])[N:13]1[CH2:26][C:27]([F:30])([CH3:29])[CH3:28])=[CH:23][CH:22]=[CH:21][CH:20]=3)[O:5][CH2:6][CH2:7]O.C1(P(C2C=CC=CC=2)C2C=CC=CC=2)C=CC=CC=1.C(Br)(Br)(Br)[Br:52]. Product: [Br:52][CH2:7][CH2:6][O:5][C:4]1[CH:3]=[C:2]([F:1])[C:11]([C@@H:12]2[C:17]3[NH:18][C:19]4[C:24]([C:16]=3[CH2:15][C@@H:14]([CH3:25])[N:13]2[CH2:26][C:27]([F:30])([CH3:29])[CH3:28])=[CH:23][CH:22]=[CH:21][CH:20]=4)=[C:10]([F:31])[CH:9]=1. The catalyst class is: 2. (3) Reactant: [Cl:1][C:2]1[CH:3]=[CH:4][C:5]([I:11])=[C:6]([CH:10]=1)[C:7](O)=[O:8].S(Cl)(Cl)=O.ClC1C=CC(I)=C(C=1)C(Cl)=O.Cl.[CH3:28][NH:29][O:30][CH3:31].N1C=CC=CC=1. Product: [Cl:1][C:2]1[CH:3]=[CH:4][C:5]([I:11])=[C:6]([CH:10]=1)[C:7]([N:29]([O:30][CH3:31])[CH3:28])=[O:8]. The catalyst class is: 59. (4) Reactant: Cl[C:2]1[C:7]([C:8]([O:10][CH2:11][CH3:12])=[O:9])=[C:6]([CH2:13][CH3:14])[N:5]=[C:4]2[N:15]([CH2:18][CH3:19])[N:16]=[CH:17][C:3]=12.C(N(CC)C(C)C)(C)C.[NH2:29][CH:30]1[CH2:35][CH2:34][N:33]([C:36]([O:38][C:39]([CH3:42])([CH3:41])[CH3:40])=[O:37])[CH2:32][CH2:31]1.[Cl-].[Li+]. Product: [CH3:42][C:39]([O:38][C:36]([N:33]1[CH2:34][CH2:35][CH:30]([NH:29][C:2]2[C:7]([C:8]([O:10][CH2:11][CH3:12])=[O:9])=[C:6]([CH2:13][CH3:14])[N:5]=[C:4]3[N:15]([CH2:18][CH3:19])[N:16]=[CH:17][C:3]=23)[CH2:31][CH2:32]1)=[O:37])([CH3:40])[CH3:41]. The catalyst class is: 60. (5) Reactant: C([N:4]1[CH2:9][C:8](=[O:10])[NH:7][C:6](=[CH:11][C:12]2[CH:17]=[CH:16][C:15]([O:18][CH2:19][C:20]3[CH:25]=[CH:24][CH:23]=[CH:22][CH:21]=3)=[CH:14][N:13]=2)[C:5]1=[O:26])(=O)C.[CH:27](=O)[C:28]1[CH:33]=[CH:32][CH:31]=[CH:30][CH:29]=1.[CH2:35](N(CC)CC)C. Product: [CH2:19]([O:18][C:15]1[CH:16]=[CH:17][C:12]([CH:11]=[C:6]2[NH:7][C:8](=[O:10])[C:9](=[CH:35][CH2:27][C:28]3[CH:33]=[CH:32][CH:31]=[CH:30][CH:29]=3)[NH:4][C:5]2=[O:26])=[N:13][CH:14]=1)[C:20]1[CH:21]=[CH:22][CH:23]=[CH:24][CH:25]=1. The catalyst class is: 9. (6) Product: [F:33][C:2]([F:1])([F:34])[C:3]1[CH:32]=[CH:31][C:6]([CH2:7][O:8][C:9]([N:11]2[CH2:16][CH2:15][CH2:14][C@@H:13]([C:17]3[CH:22]=[CH:21][C:20]([CH3:23])=[C:19]([O:24][CH2:25][C:26]([OH:28])=[O:27])[CH:18]=3)[CH2:12]2)=[O:10])=[CH:5][CH:4]=1. The catalyst class is: 6. Reactant: [F:1][C:2]([F:34])([F:33])[C:3]1[CH:32]=[CH:31][C:6]([CH2:7][O:8][C:9]([N:11]2[CH2:16][CH2:15][CH2:14][CH:13]([C:17]3[CH:22]=[CH:21][C:20]([CH3:23])=[C:19]([O:24][CH2:25][C:26]([O:28]CC)=[O:27])[CH:18]=3)[CH2:12]2)=[O:10])=[CH:5][CH:4]=1.C(=O)([O-])[O-].[K+].[K+].CO.